From a dataset of Catalyst prediction with 721,799 reactions and 888 catalyst types from USPTO. Predict which catalyst facilitates the given reaction. (1) Reactant: [NH2:1][C:2]([NH2:4])=[O:3].N[C:6]1[CH:33]=[CH:32][C:9]([O:10][C:11]2[N:16]=[CH:15][N:14]=[C:13]([NH:17][C:18]3[CH:23]=[CH:22][C:21]([O:24][Si:25]([C:28]([CH3:31])([CH3:30])[CH3:29])([CH3:27])[CH3:26])=[CH:20][CH:19]=3)[CH:12]=2)=[CH:8][CH:7]=1.N[C:35]1[CH:36]=[C:37]([CH:41]=[C:42]([C:44]([F:47])([F:46])[F:45])[CH:43]=1)[C:38]([NH2:40])=[O:39]. Product: [C:28]([Si:25]([CH3:26])([CH3:27])[O:24][C:21]1[CH:20]=[CH:19][C:18]([NH:17][C:13]2[N:14]=[CH:15][N:16]=[C:11]([O:10][C:9]3[CH:32]=[CH:33][C:6]([NH:1][C:2](=[O:3])[NH:4][C:35]4[CH:36]=[C:37]([CH:41]=[C:42]([C:44]([F:45])([F:47])[F:46])[CH:43]=4)[C:38]([NH2:40])=[O:39])=[CH:7][CH:8]=3)[CH:12]=2)=[CH:23][CH:22]=1)([CH3:29])([CH3:30])[CH3:31]. The catalyst class is: 100. (2) Reactant: [N+:1]([C:4]1[CH:12]=[CH:11][CH:10]=[C:9]2[C:5]=1[CH:6]=[C:7]([C:13]([O:15][CH2:16][CH3:17])=[O:14])[NH:8]2)([O-])=O. Product: [NH2:1][C:4]1[CH:12]=[CH:11][CH:10]=[C:9]2[C:5]=1[CH:6]=[C:7]([C:13]([O:15][CH2:16][CH3:17])=[O:14])[NH:8]2. The catalyst class is: 171. (3) Reactant: [NH2:1][CH2:2][CH2:3][N:4]([CH2:24][C:25]([CH3:28])([CH3:27])[CH3:26])[C:5]1([CH2:16][C:17]2[CH:22]=[CH:21][CH:20]=[C:19]([Cl:23])[CH:18]=2)[C:13]2[C:8](=[CH:9][C:10]([Cl:14])=[CH:11][CH:12]=2)[NH:7][C:6]1=[O:15].[C:29]([N:32]1[CH2:37][CH2:36][CH:35]([C:38](O)=[O:39])[CH2:34][CH2:33]1)(=[O:31])[CH3:30].CCN=C=NCCCN(C)C.Cl.C1C=CC2N(O)N=NC=2C=1.CCN(C(C)C)C(C)C. Product: [Cl:14][C:10]1[CH:9]=[C:8]2[C:13]([C:5]([N:4]([CH2:24][C:25]([CH3:28])([CH3:27])[CH3:26])[CH2:3][CH2:2][NH:1][C:38]([CH:35]3[CH2:34][CH2:33][N:32]([C:29](=[O:31])[CH3:30])[CH2:37][CH2:36]3)=[O:39])([CH2:16][C:17]3[CH:22]=[CH:21][CH:20]=[C:19]([Cl:23])[CH:18]=3)[C:6](=[O:15])[NH:7]2)=[CH:12][CH:11]=1. The catalyst class is: 4. (4) Reactant: [C:1]([N:8]1[CH2:13][CH2:12][NH:11][CH2:10][CH2:9]1)([O:3][C:4]([CH3:7])([CH3:6])[CH3:5])=[O:2].[CH:14]1([CH:19]=O)[CH2:18][CH2:17][CH2:16][CH2:15]1. Product: [C:4]([O:3][C:1]([N:8]1[CH2:9][CH2:10][N:11]([CH2:19][CH:14]2[CH2:18][CH2:17][CH2:16][CH2:15]2)[CH2:12][CH2:13]1)=[O:2])([CH3:7])([CH3:6])[CH3:5]. The catalyst class is: 91. (5) Reactant: CN(C)[CH:3]=[CH:4][C:5]([C:7]1[S:8][CH:9]=[CH:10][C:11]=1[C:12]1[CH:17]=[CH:16][CH:15]=[CH:14][CH:13]=1)=O.Cl.[CH3:20][C:21]1([CH3:34])[N:25]([CH2:26][CH2:27][NH:28][C:29]([NH2:31])=[NH:30])[C:24](=[O:32])[NH:23][C:22]1=[O:33].[OH-].[Na+].CC(O)C. Product: [CH3:20][C:21]1([CH3:34])[N:25]([CH2:26][CH2:27][NH:28][C:29]2[N:31]=[C:5]([C:7]3[S:8][CH:9]=[CH:10][C:11]=3[C:12]3[CH:17]=[CH:16][CH:15]=[CH:14][CH:13]=3)[CH:4]=[CH:3][N:30]=2)[C:24](=[O:32])[NH:23][C:22]1=[O:33]. The catalyst class is: 46. (6) Reactant: C(O[C:4](=[O:17])[C:5]([C:15]#[N:16])=[CH:6][C:7]1[CH:12]=[CH:11][C:10]([O:13][CH3:14])=[CH:9][CH:8]=1)C.Br.[F:19][C:20]1[C:30]([F:31])=[CH:29][CH:28]=[CH:27][C:21]=1[CH2:22][S:23][C:24](=[NH:26])[NH2:25].C(N(CC)C(C)C)(C)C. Product: [F:19][C:20]1[C:30]([F:31])=[CH:29][CH:28]=[CH:27][C:21]=1[CH2:22][S:23][C:24]1[N:26]=[C:4]([OH:17])[C:5]([C:15]#[N:16])=[C:6]([C:7]2[CH:8]=[CH:9][C:10]([O:13][CH3:14])=[CH:11][CH:12]=2)[N:25]=1. The catalyst class is: 351. (7) Reactant: [C:1]([NH:4][C:5]1[CH:10]=[CH:9][C:8]([CH:11]=[CH:12][C:13]([O:15][CH2:16][CH3:17])=[O:14])=[CH:7][CH:6]=1)(=[O:3])[CH3:2]. Product: [C:1]([NH:4][C:5]1[CH:10]=[CH:9][C:8]([CH2:11][CH2:12][C:13]([O:15][CH2:16][CH3:17])=[O:14])=[CH:7][CH:6]=1)(=[O:3])[CH3:2]. The catalyst class is: 178. (8) Reactant: [NH2:1][C@H:2]([CH2:13][O:14][CH:15]([F:17])[F:16])[C:3]([NH:5][CH2:6][C:7]1[CH:12]=[CH:11][CH:10]=[CH:9][CH:8]=1)=[O:4].C(N(CC)CC)C.[CH3:25][S:26](Cl)(=[O:28])=[O:27]. Product: [CH2:6]([NH:5][C:3](=[O:4])[C@H:2]([NH:1][S:26]([CH3:25])(=[O:28])=[O:27])[CH2:13][O:14][CH:15]([F:16])[F:17])[C:7]1[CH:12]=[CH:11][CH:10]=[CH:9][CH:8]=1. The catalyst class is: 13.